This data is from Forward reaction prediction with 1.9M reactions from USPTO patents (1976-2016). The task is: Predict the product of the given reaction. (1) Given the reactants [CH2:1]([S:3](Cl)(=[O:5])=[O:4])[CH3:2].C([N:9](CC)CC)C.[N:14]1([CH2:19][CH2:20][CH2:21][O:22][C:23]2[CH:28]=[CH:27][C:26]([C:29]3([CH2:35][NH:36][CH2:37][CH3:38])[CH2:34][CH2:33][O:32][CH2:31][CH2:30]3)=[CH:25][CH:24]=2)[CH2:18][CH2:17][CH2:16][CH2:15]1, predict the reaction product. The product is: [NH3:9].[CH2:37]([N:36]([CH2:35][C:29]1([C:26]2[CH:25]=[CH:24][C:23]([O:22][CH2:21][CH2:20][CH2:19][N:14]3[CH2:18][CH2:17][CH2:16][CH2:15]3)=[CH:28][CH:27]=2)[CH2:34][CH2:33][O:32][CH2:31][CH2:30]1)[S:3]([CH2:1][CH3:2])(=[O:5])=[O:4])[CH3:38]. (2) Given the reactants [NH2:1][C:2]1[S:17][C:5]2[CH2:6][N:7]([C:10](OC(C)(C)C)=[O:11])[CH2:8][CH2:9][C:4]=2[C:3]=1[C:18]1[S:19][C:20]2[CH:26]=[CH:25][CH:24]=[CH:23][C:21]=2[N:22]=1.[C:27](OC(=O)C)(=[O:29])[CH3:28].[C:34](O)(=O)C, predict the reaction product. The product is: [C:10]([N:7]1[CH2:8][CH2:9][C:4]2[C:3]([C:18]3[S:19][C:20]4[CH:26]=[CH:25][CH:24]=[CH:23][C:21]=4[N:22]=3)=[C:2]([NH:1][C:27](=[O:29])[CH3:28])[S:17][C:5]=2[CH2:6]1)(=[O:11])[CH3:34]. (3) Given the reactants [Cl:1][C:2]1[N:7]=[C:6]([Cl:8])[CH:5]=[C:4](Cl)[N:3]=1.[CH:10]([Mg]Cl)([CH3:12])[CH3:11], predict the reaction product. The product is: [Cl:1][C:2]1[N:7]=[C:6]([Cl:8])[CH:5]=[C:4]([CH:10]([CH3:12])[CH3:11])[N:3]=1.